This data is from Retrosynthesis with 50K atom-mapped reactions and 10 reaction types from USPTO. The task is: Predict the reactants needed to synthesize the given product. (1) Given the product O=C(Cc1ccc(F)cc1)NC(=O)Nc1ccc(Oc2ccnc(NC(=O)N3CCC(CN4CCCC4)CC3)c2)cc1, predict the reactants needed to synthesize it. The reactants are: Nc1ccc(Oc2ccnc(NC(=O)N3CCC(CN4CCCC4)CC3)c2)cc1.O=C=NC(=O)Cc1ccc(F)cc1. (2) The reactants are: CN(C)CCCc1ncccc1OCCO.C[C@@H]1CNCCN1c1nccnc1Cl. Given the product C[C@@H]1CNCCN1c1nccnc1OCCOc1cccnc1CCCN(C)C, predict the reactants needed to synthesize it. (3) Given the product CCC(Sc1nnc2c3ccccc3n(CC(=O)O)c2n1)C(=O)N1c2ccccc2Sc2ccccc21, predict the reactants needed to synthesize it. The reactants are: CCOC(=O)Cn1c2ccccc2c2nnc(SC(CC)C(=O)N3c4ccccc4Sc4ccccc43)nc21. (4) Given the product CNC(=O)c1ccc(C2(O)CCC(N[C@H]3CCN(C(=O)CNC(=O)c4cccc(C(F)(F)F)c4)C3)CC2)nc1, predict the reactants needed to synthesize it. The reactants are: CNC(=O)c1ccc(C2(O)CCC(=O)CC2)nc1.N[C@H]1CCN(C(=O)CNC(=O)c2cccc(C(F)(F)F)c2)C1. (5) Given the product O=C(O)C(F)(F)F, predict the reactants needed to synthesize it. The reactants are: CC(=O)OC(C)=O.CNn1c2cnccc2c2ccc(Cl)cc21.O=C(O)C(F)(F)F.